From a dataset of Reaction yield outcomes from USPTO patents with 853,638 reactions. Predict the reaction yield, written as a fraction of the theoretical maximum amount of product (1.0 means a 100% yield; for example, 0.34 means a 34% yield). (1) The reactants are Br[C:2]1[CH:7]=[CH:6][C:5]([C:8]([CH3:12])([CH3:11])[C:9]#[N:10])=[C:4]([CH3:13])[CH:3]=1.C([Li])CCC.CON(C)[C:22](=[O:24])[CH3:23]. The catalyst is C1COCC1.[Cl-].[Na+].O. The product is [C:22]([C:2]1[CH:7]=[CH:6][C:5]([C:8]([CH3:12])([CH3:11])[C:9]#[N:10])=[C:4]([CH3:13])[CH:3]=1)(=[O:24])[CH3:23]. The yield is 0.680. (2) The reactants are [Cl:1][C:2]1[CH:17]=[CH:16][CH:15]=[C:14]([CH3:18])[C:3]=1[C:4]([NH:6][C:7]1[CH:12]=[CH:11][CH:10]=[C:9]([F:13])[CH:8]=1)=[O:5].[Li]CCCC.C(OC(=O)[NH:30][C@@H:31]([CH3:38])[C:32](N(OC)C)=O)(C)(C)C.C([Mg]Cl)(C)C. The catalyst is C1COCC1. The product is [NH2:30][C@H:31]([C:38]1[N:6]([C:7]2[CH:12]=[CH:11][CH:10]=[C:9]([F:13])[CH:8]=2)[C:4](=[O:5])[C:3]2[C:14]([CH:18]=1)=[CH:15][CH:16]=[CH:17][C:2]=2[Cl:1])[CH3:32]. The yield is 0.642. (3) The reactants are [Br:1][C:2]1[CH:7]=[CH:6][C:5]([S:8](Cl)(=[O:10])=[O:9])=[CH:4][C:3]=1[F:12].O.NN.[C:16]([O-])(=O)[CH3:17].[Na+].C(I)C. The catalyst is C1COCC1. The product is [Br:1][C:2]1[CH:7]=[CH:6][C:5]([S:8]([CH2:16][CH3:17])(=[O:10])=[O:9])=[CH:4][C:3]=1[F:12]. The yield is 0.640. (4) The reactants are Br[C:2]1[CH:3]=[C:4]([NH:10][C:11]2[CH:21]=[C:14]3[CH2:15][N:16]([CH2:19][CH3:20])[CH2:17][CH2:18][N:13]3[N:12]=2)[C:5](=[O:9])[N:6]([CH3:8])[CH:7]=1.[C:22]([O:25][CH2:26][C:27]1[C:32]([N:33]2[CH2:44][CH2:43][N:42]3[C:35](=[CH:36][C:37]4[CH2:38][C:39]([CH3:46])([CH3:45])[CH2:40][C:41]=43)[C:34]2=[O:47])=[CH:31][C:30]([F:48])=[CH:29][C:28]=1B1OC(C)(C)C(C)(C)O1)(=[O:24])[CH3:23].COCCOC.C(=O)([O-])[O-].[Na+].[Na+]. The catalyst is C1C=CC([P]([Pd]([P](C2C=CC=CC=2)(C2C=CC=CC=2)C2C=CC=CC=2)([P](C2C=CC=CC=2)(C2C=CC=CC=2)C2C=CC=CC=2)[P](C2C=CC=CC=2)(C2C=CC=CC=2)C2C=CC=CC=2)(C2C=CC=CC=2)C2C=CC=CC=2)=CC=1.CO.C(OCC)C.O.C(OCC)(=O)C. The product is [CH2:19]([N:16]1[CH2:17][CH2:18][N:13]2[N:12]=[C:11]([NH:10][C:4]3[C:5](=[O:9])[N:6]([CH3:8])[CH:7]=[C:2]([C:28]4[C:27]([CH2:26][O:25][C:22](=[O:24])[CH3:23])=[C:32]([N:33]5[CH2:44][CH2:43][N:42]6[C:35](=[CH:36][C:37]7[CH2:38][C:39]([CH3:45])([CH3:46])[CH2:40][C:41]=76)[C:34]5=[O:47])[CH:31]=[C:30]([F:48])[CH:29]=4)[CH:3]=3)[CH:21]=[C:14]2[CH2:15]1)[CH3:20]. The yield is 0.350.